This data is from Reaction yield outcomes from USPTO patents with 853,638 reactions. The task is: Predict the reaction yield, written as a fraction of the theoretical maximum amount of product (1.0 means a 100% yield; for example, 0.34 means a 34% yield). (1) The reactants are [CH3:1][C:2]1[N:7]=[C:6]([C:8]2[NH:12][C:11]([CH2:13][C:14]3[CH:15]=[C:16]([CH:18]=[CH:19][CH:20]=3)[NH2:17])=[N:10][C:9]=2[C:21]2[CH:22]=[C:23]3[C:28](=[CH:29][CH:30]=2)[N:27]=[CH:26][CH:25]=[CH:24]3)[CH:5]=[CH:4][CH:3]=1.Br[CH2:32][CH2:33][CH2:34][CH2:35]Br.O. The catalyst is CN(C=O)C. The product is [CH3:1][C:2]1[N:7]=[C:6]([C:8]2[NH:12][C:11]([CH2:13][C:14]3[CH:20]=[CH:19][CH:18]=[C:16]([N:17]4[CH2:35][CH2:34][CH2:33][CH2:32]4)[CH:15]=3)=[N:10][C:9]=2[C:21]2[CH:22]=[C:23]3[C:28](=[CH:29][CH:30]=2)[N:27]=[CH:26][CH:25]=[CH:24]3)[CH:5]=[CH:4][CH:3]=1. The yield is 0.205. (2) The reactants are [C:1]([N:5]1[C:9](=[O:10])[C:8]([NH:11][CH2:12][CH2:13][CH2:14][O:15][C:16]2[CH:25]=[CH:24][C:19]([C:20]([O:22]C)=[O:21])=[CH:18][CH:17]=2)=[C:7]([C:26]2[CH:31]=[CH:30][CH:29]=[CH:28][CH:27]=2)[S:6]1(=[O:33])=[O:32])([CH3:4])([CH3:3])[CH3:2].[Li+].[I-]. The catalyst is N1C=CC=CC=1. The product is [C:1]([N:5]1[C:9](=[O:10])[C:8]([NH:11][CH2:12][CH2:13][CH2:14][O:15][C:16]2[CH:25]=[CH:24][C:19]([C:20]([OH:22])=[O:21])=[CH:18][CH:17]=2)=[C:7]([C:26]2[CH:31]=[CH:30][CH:29]=[CH:28][CH:27]=2)[S:6]1(=[O:32])=[O:33])([CH3:4])([CH3:2])[CH3:3]. The yield is 0.0340. (3) The reactants are [NH2:1][CH2:2][C:3]1[N:4]([CH2:21][CH:22]([CH3:24])[CH3:23])[C:5](=[O:20])[C:6]2[C:11]([C:12]=1[C:13]1[CH:18]=[CH:17][CH:16]=[CH:15][CH:14]=1)=[CH:10][C:9](Br)=[CH:8][CH:7]=2.C[S-].[Na+].[CH3:28][S:29]C. No catalyst specified. The product is [NH2:1][CH2:2][C:3]1[N:4]([CH2:21][CH:22]([CH3:24])[CH3:23])[C:5](=[O:20])[C:6]2[C:11]([C:12]=1[C:13]1[CH:18]=[CH:17][CH:16]=[CH:15][CH:14]=1)=[CH:10][C:9]([S:29][CH3:28])=[CH:8][CH:7]=2. The yield is 0.880.